Dataset: Catalyst prediction with 721,799 reactions and 888 catalyst types from USPTO. Task: Predict which catalyst facilitates the given reaction. (1) The catalyst class is: 7. Reactant: [CH:1]1([CH:7]([N:11]2[CH:15]=[CH:14][CH:13]=[N:12]2)[CH2:8][CH2:9][OH:10])[CH2:6][CH2:5][CH2:4][CH2:3][CH2:2]1.[H-].[Na+].[CH3:18]I. Product: [CH:1]1([CH:7]([N:11]2[CH:15]=[CH:14][CH:13]=[N:12]2)[CH2:8][CH2:9][O:10][CH3:18])[CH2:6][CH2:5][CH2:4][CH2:3][CH2:2]1. (2) Reactant: CS(O[CH2:6][CH2:7][C@@H:8]([NH:19][C:20]([O:22][C:23]([CH3:26])([CH3:25])[CH3:24])=[O:21])[C:9]1[CH:14]=[CH:13][C:12]([O:15][CH:16]([F:18])[F:17])=[CH:11][CH:10]=1)(=O)=O.[C-:27]#[N:28].[Na+].[Na+].[I-]. Product: [C:27]([CH2:6][CH2:7][C@@H:8]([NH:19][C:20](=[O:21])[O:22][C:23]([CH3:26])([CH3:25])[CH3:24])[C:9]1[CH:14]=[CH:13][C:12]([O:15][CH:16]([F:18])[F:17])=[CH:11][CH:10]=1)#[N:28]. The catalyst class is: 58. (3) Reactant: C([O:4][CH2:5][C@H:6]([N:11]1[CH:20]=[CH:19][C:18]2[C:13](=[CH:14][CH:15]=[CH:16][C:17]=2[NH2:21])[C:12]1=[O:22])[CH2:7][CH:8]([CH3:10])[CH3:9])(=O)C.[Cl:23][C:24]1[CH:29]=[CH:28][C:27]([C@@H:30]([CH3:34])[C:31](O)=[O:32])=[CH:26][CH:25]=1.CN(C)C=O.C(=O)(O)[O-].[Na+].[OH-].[Na+]. Product: [Cl:23][C:24]1[CH:25]=[CH:26][C:27]([C@@H:30]([CH3:34])[C:31]([NH:21][C:17]2[CH:16]=[CH:15][CH:14]=[C:13]3[C:18]=2[CH:19]=[CH:20][N:11]([C@@H:6]([CH2:5][OH:4])[CH2:7][CH:8]([CH3:9])[CH3:10])[C:12]3=[O:22])=[O:32])=[CH:28][CH:29]=1. The catalyst class is: 5. (4) Reactant: Cl[C:2]1[N:7]2[N:8]=[C:9](C)[CH:10]=[C:6]2[N:5]=[C:4]([NH:12][C:13](=[O:24])[C:14]2[CH:19]=[CH:18][C:17]([C:20]([OH:23])([CH3:22])[CH3:21])=[CH:16][CH:15]=2)[CH:3]=1.[NH:25]1[CH2:29][CH2:28][C@@H:27]([NH:30][C:31](=[O:33])[CH3:32])[CH2:26]1. Product: [C:31]([NH:30][C@@H:27]1[CH2:28][CH2:29][N:25]([C:2]2[N:7]3[N:8]=[CH:9][CH:10]=[C:6]3[N:5]=[C:4]([NH:12][C:13](=[O:24])[C:14]3[CH:19]=[CH:18][C:17]([C:20]([OH:23])([CH3:21])[CH3:22])=[CH:16][CH:15]=3)[CH:3]=2)[CH2:26]1)(=[O:33])[CH3:32]. The catalyst class is: 37. (5) Reactant: [ClH:1].Cl.[NH2:3]/[C:4](=[N:25]\[OH:26])/[C:5]1[CH:24]=[CH:23][C:8]2[CH:9]=[C:10]([C:12]([NH:14][C@@H:15]3[CH:20]4[CH2:21][CH2:22][N:17]([CH2:18][CH2:19]4)[CH2:16]3)=[O:13])[S:11][C:7]=2[CH:6]=1.[H-].[Na+].[C:29](OC)(=O)[C:30]1[CH:35]=[CH:34][CH:33]=[CH:32][CH:31]=1.O. The catalyst class is: 198. Product: [ClH:1].[N:17]12[CH2:18][CH2:19][CH:20]([CH2:21][CH2:22]1)[C@@H:15]([NH:14][C:12]([C:10]1[S:11][C:7]3[CH:6]=[C:5]([C:4]4[N:3]=[C:29]([C:30]5[CH:35]=[CH:34][CH:33]=[CH:32][CH:31]=5)[O:26][N:25]=4)[CH:24]=[CH:23][C:8]=3[CH:9]=1)=[O:13])[CH2:16]2. (6) Reactant: F[C:2]1[N:7]=[CH:6][C:5]([CH:8]=[O:9])=[CH:4][CH:3]=1.[F:10][C:11]([F:18])([F:17])[C:12]1[CH:16]=[CH:15][NH:14][N:13]=1.C(=O)([O-])[O-].[K+].[K+]. Product: [F:10][C:11]([F:18])([F:17])[C:12]1[CH:16]=[CH:15][N:14]([C:2]2[N:7]=[CH:6][C:5]([CH:8]=[O:9])=[CH:4][CH:3]=2)[N:13]=1. The catalyst class is: 9. (7) Reactant: [BH4-].[Na+].[Cl:3][C:4]1[CH:9]=[CH:8][C:7]([C:10]2[N:11]=[C:12]3[CH:17]=[CH:16][C:15]([C:18]4[CH:19]=[C:20]([C:24](=[O:26])[CH3:25])[CH:21]=[CH:22][CH:23]=4)=[CH:14][N:13]3[CH:27]=2)=[CH:6][CH:5]=1. Product: [Cl:3][C:4]1[CH:5]=[CH:6][C:7]([C:10]2[N:11]=[C:12]3[CH:17]=[CH:16][C:15]([C:18]4[CH:19]=[C:20]([CH:24]([OH:26])[CH3:25])[CH:21]=[CH:22][CH:23]=4)=[CH:14][N:13]3[CH:27]=2)=[CH:8][CH:9]=1. The catalyst class is: 5.